From a dataset of Reaction yield outcomes from USPTO patents with 853,638 reactions. Predict the reaction yield, written as a fraction of the theoretical maximum amount of product (1.0 means a 100% yield; for example, 0.34 means a 34% yield). (1) The reactants are [OH:1][C:2]1[CH:7]=[CH:6][C:5]([NH:8][C:9](=[O:11])[CH3:10])=[CH:4][C:3]=1[C:12]1[N:13]([CH3:17])[N:14]=[CH:15][CH:16]=1.C1(P(C2C=CC=CC=2)C2C=CC=CC=2)C=CC=CC=1.[CH3:37][N:38]([CH3:42])[CH2:39][CH2:40]O.N(C(OC(C)C)=O)=NC(OC(C)C)=O. The catalyst is C1COCC1. The product is [CH3:37][N:38]([CH3:42])[CH2:39][CH2:40][O:1][C:2]1[CH:7]=[CH:6][C:5]([NH:8][C:9](=[O:11])[CH3:10])=[CH:4][C:3]=1[C:12]1[N:13]([CH3:17])[N:14]=[CH:15][CH:16]=1. The yield is 0.512. (2) The reactants are C1(C2C=CC(C[NH:9][CH2:10][CH2:11][C:12]3[CH:17]=[CH:16][C:15](F)=[C:14]([C:19]([F:22])([F:21])[F:20])[CH:13]=3)=CC=2)CC1.[CH3:25][C:26]1([CH3:37])[C:34]2[C:29](=[CH:30][C:31]([CH:35]=O)=[CH:32][CH:33]=2)[CH2:28][CH2:27]1.FC(F)(F)C1C=C(CCN)C=CC=1.[BH4-].[Na+]. No catalyst specified. The product is [CH3:25][C:26]1([CH3:37])[C:34]2[C:29](=[CH:30][C:31]([CH2:35][NH:9][CH2:10][CH2:11][C:12]3[CH:17]=[CH:16][CH:15]=[C:14]([C:19]([F:20])([F:21])[F:22])[CH:13]=3)=[CH:32][CH:33]=2)[CH2:28][CH2:27]1. The yield is 0.970.